From a dataset of Full USPTO retrosynthesis dataset with 1.9M reactions from patents (1976-2016). Predict the reactants needed to synthesize the given product. (1) Given the product [CH2:1]([O:3][C:4]([C:6]1([CH2:20][CH2:21][O:22][CH3:23])[CH2:11][CH2:10][NH:9][C:8](=[O:19])[CH2:7]1)=[O:5])[CH3:2], predict the reactants needed to synthesize it. The reactants are: [CH2:1]([O:3][C:4]([C:6]1([CH2:20][CH2:21][O:22][CH3:23])[CH2:11][CH2:10][N:9](C(OC(C)(C)C)=O)[C:8](=[O:19])[CH2:7]1)=[O:5])[CH3:2].FC(F)(F)C(O)=O. (2) Given the product [OH:15][CH2:16][CH2:17][O:18][CH2:19][CH2:20][N:21]1[CH2:26][CH2:25][N:24]([CH2:13][CH2:12][CH2:11][C:7]2[N:6]=[C:5]3[CH2:4][O:3][C:2](=[O:1])[C:10]3=[CH:9][CH:8]=2)[CH2:23][CH2:22]1, predict the reactants needed to synthesize it. The reactants are: [O:1]=[C:2]1[C:10]2[C:5](=[N:6][C:7]([CH2:11][CH2:12][CH:13]=O)=[CH:8][CH:9]=2)[CH2:4][O:3]1.[OH:15][CH2:16][CH2:17][O:18][CH2:19][CH2:20][N:21]1[CH2:26][CH2:25][NH:24][CH2:23][CH2:22]1. (3) The reactants are: [Cl:1][C:2]1[C:3](Cl)=[N:4][CH:5]=[C:6]([CH:12]=1)[C:7]([O:9][CH2:10][CH3:11])=[O:8].[C:14]([O:18][C:19](=[O:28])[C:20]1[CH:25]=[CH:24][C:23]([Cl:26])=[C:22]([NH2:27])[CH:21]=1)([CH3:17])([CH3:16])[CH3:15].C(=O)([O-])[O-].[Cs+].[Cs+].C(OCC)(=O)C.O. Given the product [C:14]([O:18][C:19]([C:20]1[CH:25]=[CH:24][C:23]([Cl:26])=[C:22]([NH:27][C:3]2[C:2]([Cl:1])=[CH:12][C:6]([C:7]([O:9][CH2:10][CH3:11])=[O:8])=[CH:5][N:4]=2)[CH:21]=1)=[O:28])([CH3:17])([CH3:15])[CH3:16], predict the reactants needed to synthesize it. (4) Given the product [CH2:27]([O:26][C:23]1[CH:24]=[CH:25][C:20]([O:1][C:2]2[CH:3]=[C:4]([CH:10]=[CH:11][CH:12]=2)[C:5]([O:7][CH2:8][CH3:9])=[O:6])=[CH:21][CH:22]=1)[CH3:28], predict the reactants needed to synthesize it. The reactants are: [OH:1][C:2]1[CH:3]=[C:4]([CH:10]=[CH:11][CH:12]=1)[C:5]([O:7][CH2:8][CH3:9])=[O:6].C(=O)([O-])[O-].[K+].[K+].Br[C:20]1[CH:25]=[CH:24][C:23]([O:26][CH2:27][CH3:28])=[CH:22][CH:21]=1. (5) Given the product [Cl:1][C:2]1[CH:7]=[C:6]([O:8][CH3:9])[CH:5]=[CH:4][C:3]=1[C:10]1[N:15]2[N:16]=[C:17]([CH2:22][CH3:23])[C:18]([NH2:19])=[C:14]2[CH:13]=[CH:12][CH:11]=1, predict the reactants needed to synthesize it. The reactants are: [Cl:1][C:2]1[CH:7]=[C:6]([O:8][CH3:9])[CH:5]=[CH:4][C:3]=1[C:10]1[N:15]2[N:16]=[C:17]([CH2:22][CH3:23])[C:18]([N+:19]([O-])=O)=[C:14]2[CH:13]=[CH:12][CH:11]=1.O.C(O)(=O)C. (6) Given the product [OH:9][C:10]1([CH3:1])[CH2:14][O:13][CH2:12][CH:11]1[NH:15][C:16](=[O:25])[O:17][CH2:18][C:19]1[CH:20]=[CH:21][CH:22]=[CH:23][CH:24]=1, predict the reactants needed to synthesize it. The reactants are: [CH3:1]COCC.C[Mg]Br.[O:9]=[C:10]1[CH2:14][O:13][CH2:12][CH:11]1[NH:15][C:16](=[O:25])[O:17][CH2:18][C:19]1[CH:24]=[CH:23][CH:22]=[CH:21][CH:20]=1.C. (7) Given the product [OH:39][C@H:38]([C:40]1[CH:45]=[CH:44][CH:43]=[CH:42][CH:41]=1)[CH2:37][CH2:36][NH:35][C:16]([C@@H:9]1[CH2:10][C:11](=[N:13][O:14][CH3:15])[CH2:12][N:8]1[C:6]([C:29]1[CH:28]=[CH:27][C:26]([C:21]2[CH:22]=[CH:23][CH:24]=[CH:25][C:20]=2[CH3:19])=[CH:31][CH:30]=1)=[O:7])=[O:18], predict the reactants needed to synthesize it. The reactants are: C(O[C:6]([N:8]1[CH2:12][C:11](=[N:13][O:14][CH3:15])[CH2:10][C@H:9]1[C:16]([OH:18])=O)=[O:7])(C)(C)C.[CH3:19][C:20]1[CH:25]=[CH:24][CH:23]=[CH:22][C:21]=1[C:26]1[CH:31]=[CH:30][C:29](C(O)=O)=[CH:28][CH:27]=1.[NH2:35][CH2:36][CH2:37][C@@H:38]([C:40]1[CH:45]=[CH:44][CH:43]=[CH:42][CH:41]=1)[OH:39].